This data is from Full USPTO retrosynthesis dataset with 1.9M reactions from patents (1976-2016). The task is: Predict the reactants needed to synthesize the given product. (1) Given the product [CH2:4]([CH:3]([C:6]1[N:10]2[C:11]3[C:16]([NH:17][C:18](=[O:19])[C:9]2=[CH:8][N:7]=1)=[CH:15][C:14]([C:20]([NH2:25])=[O:22])=[CH:13][CH:12]=3)[CH2:1][CH3:2])[CH3:5], predict the reactants needed to synthesize it. The reactants are: [CH2:1]([CH:3]([C:6]1[N:10]2[C:11]3[C:16]([NH:17][C:18](=[O:19])[C:9]2=[CH:8][N:7]=1)=[CH:15][C:14]([C:20]([OH:22])=O)=[CH:13][CH:12]=3)[CH2:4][CH3:5])[CH3:2].C(N1C=CN=C1)([N:25]1C=CN=C1)=O.N.O. (2) Given the product [ClH:38].[ClH:38].[C:1]([NH:4][C:5]1[S:6][CH:7]=[C:8]([CH2:10][NH:11][C:12]2[CH:31]=[CH:30][C:15]([CH2:16][NH:18][C:19]([NH:21][NH2:22])=[O:20])=[CH:14][CH:13]=2)[N:9]=1)(=[O:3])[CH3:2], predict the reactants needed to synthesize it. The reactants are: [C:1]([NH:4][C:5]1[S:6][CH:7]=[C:8]([CH2:10][NH:11][C:12]2[CH:31]=[CH:30][C:15]([C:16]([NH:18][C:19]([NH:21][NH:22]C(OC(C)(C)C)=O)=[O:20])=O)=[CH:14][CH:13]=2)[N:9]=1)(=[O:3])[CH3:2].O1CCOCC1.[ClH:38]. (3) Given the product [CH2:45]([N:40]([CH2:41][CH2:42][CH2:43][CH3:44])[C:38]([C:33]1[C:34]([Cl:37])=[C:35]([CH3:36])[N:31]([C:28]2[CH:29]=[CH:30][C:25]([C:23](=[O:24])[NH:22][S:19]([C:15]3[CH:14]=[CH:13][C:12]4[C:17](=[CH:18][C:9]([OH:8])=[CH:10][CH:11]=4)[CH:16]=3)(=[O:21])=[O:20])=[CH:26][C:27]=2[C:49]([N:51]2[CH2:60][CH2:59][C:58]3[C:53](=[CH:54][CH:55]=[CH:56][CH:57]=3)[CH2:52]2)=[O:50])[N:32]=1)=[O:39])[CH2:46][CH2:47][CH3:48], predict the reactants needed to synthesize it. The reactants are: C([O:8][C:9]1[CH:18]=[C:17]2[C:12]([CH:13]=[CH:14][C:15]([S:19]([NH:22][C:23]([C:25]3[CH:30]=[CH:29][C:28]([N:31]4[C:35]([CH3:36])=[C:34]([Cl:37])[C:33]([C:38]([N:40]([CH2:45][CH2:46][CH2:47][CH3:48])[CH2:41][CH2:42][CH2:43][CH3:44])=[O:39])=[N:32]4)=[C:27]([C:49]([N:51]4[CH2:60][CH2:59][C:58]5[C:53](=[CH:54][CH:55]=[CH:56][CH:57]=5)[CH2:52]4)=[O:50])[CH:26]=3)=[O:24])(=[O:21])=[O:20])=[CH:16]2)=[CH:11][CH:10]=1)C1C=CC=CC=1. (4) Given the product [F:1][CH:2]([F:17])[C:3]1[NH:7][C:6]2[CH:8]=[C:9]([NH:14][C:18](=[O:19])[O:20][C:21]([CH3:24])([CH3:23])[CH3:22])[CH:10]=[C:11]([O:12][CH3:13])[C:5]=2[N:4]=1, predict the reactants needed to synthesize it. The reactants are: [F:1][CH:2]([F:17])[C:3]1[NH:7][C:6]2[CH:8]=[C:9]([N+:14]([O-])=O)[CH:10]=[C:11]([O:12][CH3:13])[C:5]=2[N:4]=1.[C:18](O[C:18]([O:20][C:21]([CH3:24])([CH3:23])[CH3:22])=[O:19])([O:20][C:21]([CH3:24])([CH3:23])[CH3:22])=[O:19].[OH-].[Na+].CC(O)=O. (5) Given the product [O:1]1[CH2:6][CH2:5][N:4]([CH2:7][CH2:8][NH:9][CH2:10]/[C:11](/[CH2:20][O:21][C:22]2[C:31]3[C:26](=[CH:27][CH:28]=[CH:29][CH:30]=3)[CH:25]=[CH:24][CH:23]=2)=[CH:12]/[CH2:13][CH2:14][CH2:15][CH2:16][C:17]([NH:51][O:50][CH:45]2[CH2:46][CH2:47][CH2:48][CH2:49][O:44]2)=[O:18])[CH2:3][CH2:2]1, predict the reactants needed to synthesize it. The reactants are: [O:1]1[CH2:6][CH2:5][N:4]([CH2:7][CH2:8][NH:9][CH2:10]/[C:11](/[CH2:20][O:21][C:22]2[C:31]3[C:26](=[CH:27][CH:28]=[CH:29][CH:30]=3)[CH:25]=[CH:24][CH:23]=2)=[CH:12]/[CH2:13][CH2:14][CH2:15][CH2:16][C:17](O)=[O:18])[CH2:3][CH2:2]1.Cl.C(N=C=NCCCN(C)C)C.[O:44]1[CH2:49][CH2:48][CH2:47][CH2:46][CH:45]1[O:50][NH2:51].C(N(CC)CC)C.C(=O)([O-])[O-].[K+].[K+]. (6) The reactants are: [Cl:1][CH2:2][C:3](=O)[CH2:4]C(OCC)=O.[C:11]([OH:14])(=[O:13])[CH3:12].[Cl:15][C:16]1[CH:21]=[CH:20][C:19]([CH2:22][NH2:23])=[CH:18][N:17]=1.[C:24]1(C)C=CC=C[CH:25]=1. Given the product [Cl:1][CH2:2][C:3]([NH:23][CH2:22][C:19]1[CH:18]=[N:17][C:16]([Cl:15])=[CH:21][CH:20]=1)=[CH:4][CH2:12][C:11]([O:14][CH2:24][CH3:25])=[O:13], predict the reactants needed to synthesize it.